This data is from Forward reaction prediction with 1.9M reactions from USPTO patents (1976-2016). The task is: Predict the product of the given reaction. (1) Given the reactants [CH3:1][NH:2][CH:3]1[C:8]2=[N:9][CH:10]=[CH:11][CH:12]=[C:7]2[O:6][CH2:5][CH2:4]1.Cl[CH2:14][C:15]1[N:16]=[C:17]2[CH:22]=[CH:21][CH:20]=[C:19]([F:23])[N:18]2[CH:24]=1.[I-].[K+].C(N(C(C)C)CC)(C)C, predict the reaction product. The product is: [F:23][C:19]1[N:18]2[CH:24]=[C:15]([CH2:14][N:2]([CH3:1])[CH:3]3[C:8]4=[N:9][CH:10]=[CH:11][CH:12]=[C:7]4[O:6][CH2:5][CH2:4]3)[N:16]=[C:17]2[CH:22]=[CH:21][CH:20]=1. (2) Given the reactants F[C:2]([N:7](C)C)(F)[CH:3]([F:5])[F:4].B(F)(F)F.CN([C:17](=[CH2:23])[C:18]([O:20][CH2:21][CH3:22])=[O:19])C.[CH3:24][NH:25]N, predict the reaction product. The product is: [F:5][CH:3]([F:4])[C:2]1[C:17]([C:18]([O:20][CH2:21][CH3:22])=[O:19])=[CH:23][N:25]([CH3:24])[N:7]=1.